From a dataset of Catalyst prediction with 721,799 reactions and 888 catalyst types from USPTO. Predict which catalyst facilitates the given reaction. Reactant: CN1[CH:7]=[CH:6][C:5](=[O:8])N(C)C1=O.[C:11]([NH2:17])(=[O:16])[CH2:12][C:13]([NH2:15])=[O:14].[O-]CC.[Na+]. Product: [OH:14][C:13]1[N:15]=[C:5]([OH:8])[CH:6]=[CH:7][C:12]=1[C:11]([NH2:17])=[O:16]. The catalyst class is: 14.